From a dataset of Peptide-MHC class I binding affinity with 185,985 pairs from IEDB/IMGT. Regression. Given a peptide amino acid sequence and an MHC pseudo amino acid sequence, predict their binding affinity value. This is MHC class I binding data. (1) The binding affinity (normalized) is 0.0847. The peptide sequence is ETALPQDSY. The MHC is HLA-A02:12 with pseudo-sequence HLA-A02:12. (2) The MHC is HLA-A02:12 with pseudo-sequence HLA-A02:12. The peptide sequence is DIVRVFNEY. The binding affinity (normalized) is 0.0847. (3) The peptide sequence is RVYINVVVK. The MHC is HLA-A11:01 with pseudo-sequence HLA-A11:01. The binding affinity (normalized) is 0.522. (4) The peptide sequence is RTYQILQPVL. The MHC is Mamu-A02 with pseudo-sequence Mamu-A02. The binding affinity (normalized) is 0.935. (5) The peptide sequence is YFLRRLALV. The binding affinity (normalized) is 0.0847. The MHC is HLA-B07:02 with pseudo-sequence HLA-B07:02.